Predict the reactants needed to synthesize the given product. From a dataset of Full USPTO retrosynthesis dataset with 1.9M reactions from patents (1976-2016). (1) Given the product [ClH:28].[C:2]1([C:1]([C:9]2[CH:14]=[N:13][C:12]([N:15]3[CH2:20][CH2:19][NH:18][CH2:17][CH2:16]3)=[N:11][CH:10]=2)=[O:8])[CH:3]=[CH:4][CH:5]=[CH:6][CH:7]=1, predict the reactants needed to synthesize it. The reactants are: [C:1]([C:9]1[CH:10]=[N:11][C:12]([N:15]2[CH2:20][CH2:19][N:18](C(OC(C)(C)C)=O)[CH2:17][CH2:16]2)=[N:13][CH:14]=1)(=[O:8])[C:2]1[CH:7]=[CH:6][CH:5]=[CH:4][CH:3]=1.[ClH:28].O1CCOCC1. (2) The reactants are: [CH3:1][C:2]1[CH:11]=[C:10]([N+:12]([O-])=O)[C:9]([N+:15]([O-])=O)=[CH:8][C:3]=1[C:4]([O:6][CH3:7])=[O:5].C(O)C. Given the product [CH3:1][C:2]1[C:3]([C:4]([O:6][CH3:7])=[O:5])=[CH:8][C:9]([NH2:15])=[C:10]([NH2:12])[CH:11]=1, predict the reactants needed to synthesize it. (3) Given the product [OH:24][CH2:19][CH2:20][CH:16]([S:15][C:12]1[CH:13]=[CH:14][C:9]([NH:8][C:6]([C:5]2[CH:4]=[CH:3][C:2]([CH3:1])=[CH:23][CH:22]=2)=[O:7])=[CH:10][CH:11]=1)[C:17]([O:18][CH3:31])=[O:21], predict the reactants needed to synthesize it. The reactants are: [CH3:1][C:2]1[CH:23]=[CH:22][C:5]([C:6]([NH:8][C:9]2[CH:14]=[CH:13][C:12]([S:15][CH:16]3[CH2:20][CH2:19][O:18][C:17]3=[O:21])=[CH:11][CH:10]=2)=[O:7])=[CH:4][CH:3]=1.[OH-:24].[Na+].C(=O)(O)[O-].[Na+].[CH3:31]I.